From a dataset of Catalyst prediction with 721,799 reactions and 888 catalyst types from USPTO. Predict which catalyst facilitates the given reaction. (1) Reactant: [CH2:1]([C:4]1[N:5]([CH2:17][CH2:18][CH2:19][CH2:20][CH2:21][C:22]([OH:24])=O)[C:6]2[C:15]3[CH:14]=[CH:13][CH:12]=[CH:11][C:10]=3[N:9]=[CH:8][C:7]=2[N:16]=1)[CH2:2][CH3:3].C(Cl)(=O)C(Cl)=O.Cl.[CH3:32][NH:33][O:34][CH3:35].C(N(CC)CC)C. Product: [CH3:35][O:34][N:33]([CH3:32])[C:22](=[O:24])[CH2:21][CH2:20][CH2:19][CH2:18][CH2:17][N:5]1[C:6]2[C:15]3[CH:14]=[CH:13][CH:12]=[CH:11][C:10]=3[N:9]=[CH:8][C:7]=2[N:16]=[C:4]1[CH2:1][CH2:2][CH3:3]. The catalyst class is: 4. (2) Reactant: Cl[C:2]1[C:3](=[O:27])[N:4]([CH3:26])[N:5]=[CH:6][C:7]=1[N:8]1[CH:13]=[CH:12][C:11]([C:14]([F:17])([F:16])[F:15])=[C:10]([C:18]2[CH:19]=[C:20]([CH3:24])[CH:21]=[CH:22][CH:23]=2)[C:9]1=[O:25].[OH-].[K+].N1CC[O:33]CC1. Product: [OH:33][C:2]1[C:3](=[O:27])[N:4]([CH3:26])[N:5]=[CH:6][C:7]=1[N:8]1[CH:13]=[CH:12][C:11]([C:14]([F:17])([F:16])[F:15])=[C:10]([C:18]2[CH:19]=[C:20]([CH3:24])[CH:21]=[CH:22][CH:23]=2)[C:9]1=[O:25]. The catalyst class is: 5. (3) Reactant: [C:1]1([C@@H:7]2[CH2:12][CH2:11][C@H:10]([CH2:13][NH2:14])[CH2:9][CH2:8]2)[CH:6]=[CH:5][CH:4]=[CH:3][CH:2]=1.[F:15][C:16]1[CH:24]=[CH:23][C:19]([C:20](Cl)=[O:21])=[CH:18][CH:17]=1.CCN(CC)CC. Product: [F:15][C:16]1[CH:24]=[CH:23][C:19]([C:20]([NH:14][CH2:13][C@H:10]2[CH2:11][CH2:12][C@@H:7]([C:1]3[CH:6]=[CH:5][CH:4]=[CH:3][CH:2]=3)[CH2:8][CH2:9]2)=[O:21])=[CH:18][CH:17]=1. The catalyst class is: 2. (4) Reactant: [CH:1]1([CH2:7][C:8]([NH:10][C:11]2[CH:16]=[CH:15][CH:14]=[CH:13][C:12]=2[CH2:17][CH2:18][N:19]2[CH2:24][CH2:23][CH:22]([N:25]([C:33]3[CH:38]=[CH:37][C:36]([CH3:39])=[CH:35][CH:34]=3)[C:26]([C:28]3[O:29][CH:30]=[CH:31][CH:32]=3)=[O:27])[CH2:21][CH2:20]2)=[O:9])[CH2:6][CH2:5][CH2:4][CH2:3][CH2:2]1.Br[CH2:41][C:42]([O:44][C:45]([CH3:48])([CH3:47])[CH3:46])=[O:43].[H-].[Na+]. Product: [C:36]1([CH3:39])[CH:35]=[CH:34][C:33]([N:25]([CH:22]2[CH2:21][CH2:20][N:19]([CH2:18][CH2:17][C:12]3[CH:13]=[CH:14][CH:15]=[CH:16][C:11]=3[N:10]([CH2:41][C:42]([O:44][C:45]([CH3:48])([CH3:47])[CH3:46])=[O:43])[C:8](=[O:9])[CH2:7][CH:1]3[CH2:6][CH2:5][CH2:4][CH2:3][CH2:2]3)[CH2:24][CH2:23]2)[C:26]([C:28]2[O:29][CH:30]=[CH:31][CH:32]=2)=[O:27])=[CH:38][CH:37]=1. The catalyst class is: 42. (5) Product: [CH3:1][CH:2]([CH2:12][C:13]([CH3:14])([CH3:16])[CH3:15])[CH2:3][CH2:4][C:6]1[CH:11]=[CH:10][CH:9]=[CH:8][CH:7]=1. The catalyst class is: 312. Reactant: [CH3:1][CH:2]([CH2:12][C:13]([CH3:16])([CH3:15])[CH3:14])[CH2:3][C:4]([C:6]1[CH:11]=[CH:10][CH:9]=[CH:8][CH:7]=1)=O.[H][H]. (6) Reactant: CS([O:5][CH2:6][CH2:7][CH2:8][CH2:9][CH2:10][CH2:11][CH2:12][CH2:13][CH2:14][CH2:15][CH2:16][CH2:17][CH2:18][CH2:19][CH2:20][CH3:21])(=O)=O. The catalyst class is: 37. Product: [CH2:6]([O:5][CH2:8][CH2:7][CH2:6][OH:5])[CH2:7][CH2:8][CH2:9][CH2:10][CH2:11][CH2:12][CH2:13][CH2:14][CH2:15][CH2:16][CH2:17][CH2:18][CH2:19][CH2:20][CH3:21].